This data is from Experimentally validated miRNA-target interactions with 360,000+ pairs, plus equal number of negative samples. The task is: Binary Classification. Given a miRNA mature sequence and a target amino acid sequence, predict their likelihood of interaction. (1) The miRNA is mmu-miR-2183 with sequence UUGAACCCCUGACCUCCU. The protein sequence of the target gene is MSTARTENPVIMGLSSQNGQLRGPVKASAGPGGGGTQPQPQLNQLKNTSTINNGTPQQAQSMAATIKPGDDWKKTLKLPPKDLRIKTSDVTSTKGNEFEDYCLKRELLMGIFEMGWEKPSPIQEESIPIALSGRDILARAKNGTGKSGAYLIPLLERLDLKKDNIQAMVIVPTRELALQVSQICIQVSKHMGGAKVMATTGGTNLRDDIMRLDDTVHVVIATPGRILDLIKKGVAKVDHVQMIVLDEADKLLSQDFVQIMEDIILTLPKNRQILLYSATFPLSVQKFMNSHLQKPYEINL.... Result: 1 (interaction). (2) The miRNA is mmu-miR-290a-5p with sequence ACUCAAACUAUGGGGGCACUUU. The protein sequence of the target gene is MAVANSSPVNPVVFFDVSIGGQEVGRMKIELFADVVPKTAENFRQFCTGEFRKDGVPIGYKGSTFHRVIKDFMIQGGDFVNGDGTGVASIYRGPFADENFKLRHSAPGLLSMANSGPSTNGCQFFITCSKCDWLDGKHVVFGKIIDGLLVMRKIEFQAPLGKRVQAWTHSLTCPALTGILALILMPTE. Result: 1 (interaction). (3) The miRNA is hsa-miR-99a-3p with sequence CAAGCUCGCUUCUAUGGGUCUG. Result: 0 (no interaction). The protein sequence of the target gene is MSLPSGHTTGHTDQVVQRRARCWDIYQRRFSSRSEPVNPGMHSSSHQQQDGDAAMHGAHMDSPVRYTPYTISPYNRKGSFRKQDQTHVNMEREQKPPERRMEGNMPDGTLGSWFKITVPFGIKYNEKWLLNLIQNECSVPFVPVEFHYENMHASFFVENASIAYALKNVSGKIWDEDNEKISIFVNPAGIPHFVHRELKSEKVEQIKLAMNQQCDVSQEALDIQRLPFYPDMVNRDTKMASNPRKCMAASLDVHEENIPTVMSAGEMDKWKGIEPGEKCADRSPVCTTFSDTSSNINSIL.... (4) The miRNA is mmu-miR-5127 with sequence UCUCCCAACCCUUUUCCCA. The protein sequence of the target gene is MNEDPKVNLSGLPRDCIDAGAPENISAAVPSQGSVAESEPELVVNPWDIVLCSSGTLICCENAVVVLIIFHSPSLRAPMFLLIGSLALADLLAGLGLIINFVFAYLLQSEATKLVTIGLIVASFSASVCSLLAITVDRYLSLYYALTYHSERTVTFTYVMLVMLWGTSICLGLLPVMGWNCLRDESTCSVVRPLTKNNAAILSISFLFMFALMLQLYIQICKIVMRHAHQIALQHHFLATSHYVTTRKGVSTLALILGTFAACWMPFTLYSLIADYTYPSIYTYATLLPATYNSIINPVI.... Result: 1 (interaction).